This data is from Forward reaction prediction with 1.9M reactions from USPTO patents (1976-2016). The task is: Predict the product of the given reaction. (1) Given the reactants [C:1]([O:5][C:6](=[O:46])[C@@H:7]([NH:35]C(OCC1C=CC=CC=1)=O)[CH2:8][C:9]([N:11]1[CH2:16][CH2:15][CH2:14][CH:13]([NH:17][C:18](=[O:34])[CH2:19][CH2:20][CH:21]2[CH2:26][CH2:25][N:24]([C:27]([O:29][C:30]([CH3:33])([CH3:32])[CH3:31])=[O:28])[CH2:23][CH2:22]2)[CH2:12]1)=[O:10])([CH3:4])([CH3:3])[CH3:2], predict the reaction product. The product is: [C:1]([O:5][C:6](=[O:46])[C@@H:7]([NH2:35])[CH2:8][C:9]([N:11]1[CH2:16][CH2:15][CH2:14][CH:13]([NH:17][C:18](=[O:34])[CH2:19][CH2:20][CH:21]2[CH2:26][CH2:25][N:24]([C:27]([O:29][C:30]([CH3:33])([CH3:32])[CH3:31])=[O:28])[CH2:23][CH2:22]2)[CH2:12]1)=[O:10])([CH3:4])([CH3:2])[CH3:3]. (2) Given the reactants [Cl:1][C:2]1[CH:7]=[CH:6][C:5]([C:8]2([C:11]3OC(=O)[S:13][N:12]=3)[CH2:10][CH2:9]2)=[CH:4][CH:3]=1.[S:17]([C:27]#[N:28])([C:20]1[CH:26]=[CH:25][C:23]([CH3:24])=[CH:22][CH:21]=1)(=[O:19])=[O:18].CCCCC, predict the reaction product. The product is: [Cl:1][C:2]1[CH:3]=[CH:4][C:5]([C:8]2([C:11]3[N:28]=[C:27]([S:17]([C:20]4[CH:26]=[CH:25][C:23]([CH3:24])=[CH:22][CH:21]=4)(=[O:19])=[O:18])[S:13][N:12]=3)[CH2:10][CH2:9]2)=[CH:6][CH:7]=1. (3) Given the reactants [NH2:1][C:2]1[CH:3]=[C:4]([CH:29]=[CH:30][CH:31]=1)[O:5][C:6]1[C:7]2[CH:28]=[CH:27][NH:26][C:8]=2[N:9]=[C:10]([NH:12][C:13]2[CH:14]=[C:15]3[C:19](=[CH:20][CH:21]=2)[N:18]([CH2:22][CH2:23][O:24][CH3:25])[CH2:17][CH2:16]3)[N:11]=1.CCN(C(C)C)C(C)C.[C:41](Cl)(=[O:44])[CH:42]=[CH2:43].[OH-].[Na+], predict the reaction product. The product is: [CH3:25][O:24][CH2:23][CH2:22][N:18]1[C:19]2[C:15](=[CH:14][C:13]([NH:12][C:10]3[N:11]=[C:6]([O:5][C:4]4[CH:3]=[C:2]([NH:1][C:41](=[O:44])[CH:42]=[CH2:43])[CH:31]=[CH:30][CH:29]=4)[C:7]4[CH:28]=[CH:27][NH:26][C:8]=4[N:9]=3)=[CH:21][CH:20]=2)[CH2:16][CH2:17]1. (4) Given the reactants [CH3:1][CH:2]([CH2:5][CH3:6])[CH2:3][OH:4].CC(C)([O-])C.[Na+].Cl[C:14]1[N:22]=[C:21]2[C:17]([N:18]=[CH:19][N:20]2[CH:23]2[CH2:28][CH2:27][CH2:26][CH2:25][O:24]2)=[C:16]([NH2:29])[N:15]=1, predict the reaction product. The product is: [CH3:1][CH:2]([CH2:5][CH3:6])[CH2:3][O:4][C:14]1[N:22]=[C:21]2[C:17]([N:18]=[CH:19][N:20]2[CH:23]2[CH2:28][CH2:27][CH2:26][CH2:25][O:24]2)=[C:16]([NH2:29])[N:15]=1. (5) The product is: [NH2:1][C:2]1[S:3][C:4]([Br:11])=[C:5]([C:7]([CH3:10])([CH3:9])[CH3:8])[N:6]=1. Given the reactants [NH2:1][C:2]1[S:3][CH:4]=[C:5]([C:7]([CH3:10])([CH3:9])[CH3:8])[N:6]=1.[Br:11]N1C(=O)CCC1=O.CCCCCC, predict the reaction product. (6) Given the reactants Br[C:2]1[S:3][C:4]([S:17]([N:20]2[CH2:25][CH2:24][CH:23]([O:26][CH3:27])[CH2:22][CH2:21]2)(=[O:19])=[O:18])=[CH:5][C:6]=1[C:7]1[S:11][C:10]([NH:12][C:13](=[O:15])[CH3:14])=[N:9][C:8]=1[CH3:16].C([Li])CCC, predict the reaction product. The product is: [CH3:27][O:26][CH:23]1[CH2:22][CH2:21][N:20]([S:17]([C:4]2[S:3][CH:2]=[C:6]([C:7]3[S:11][C:10]([NH:12][C:13](=[O:15])[CH3:14])=[N:9][C:8]=3[CH3:16])[CH:5]=2)(=[O:18])=[O:19])[CH2:25][CH2:24]1.